Dataset: Reaction yield outcomes from USPTO patents with 853,638 reactions. Task: Predict the reaction yield, written as a fraction of the theoretical maximum amount of product (1.0 means a 100% yield; for example, 0.34 means a 34% yield). (1) The reactants are [CH3:1][C:2]1[C:16](=[O:17])[N:15]=[C:14]2[N:4]([C@@H:5]3[O:9][C@H:8]([CH2:10][OH:11])[C@@H:7]([OH:12])[C@@H:6]3[O:13]2)[CH:3]=1.[CH3:18][O:19][CH2:20][CH2:21]OB(O[CH2:21][CH2:20][O:19][CH3:18])O[CH2:21][CH2:20][O:19][CH3:18].C[O:35]CCO. No catalyst specified. The product is [CH3:18][O:19][CH2:20][CH2:21][C@@:6]1([OH:35])[C@H:7]([OH:12])[C@@H:8]([CH2:10][OH:11])[O:9][C@H:5]1[N:4]1[CH:3]=[C:2]([CH3:1])[C:16](=[O:17])[NH:15][C:14]1=[O:13]. The yield is 0.630. (2) The reactants are [CH3:1][C:2]1[O:6][N:5]=[C:4]([C:7]2[CH:12]=[CH:11][CH:10]=[CH:9][CH:8]=2)[C:3]=1[CH2:13][O:14][C:15]1[CH:19]=[C:18]([C:20]([OH:22])=O)[O:17][N:16]=1.[NH2:23][N:24]1[CH2:29][CH2:28][O:27][CH2:26][CH2:25]1. No catalyst specified. The product is [N:24]1([NH:23][C:20]([C:18]2[O:17][N:16]=[C:15]([O:14][CH2:13][C:3]3[C:4]([C:7]4[CH:8]=[CH:9][CH:10]=[CH:11][CH:12]=4)=[N:5][O:6][C:2]=3[CH3:1])[CH:19]=2)=[O:22])[CH2:29][CH2:28][O:27][CH2:26][CH2:25]1. The yield is 0.700.